The task is: Predict which catalyst facilitates the given reaction.. This data is from Catalyst prediction with 721,799 reactions and 888 catalyst types from USPTO. (1) Reactant: [CH2:1]([OH:5])[CH2:2][C:3]#[CH:4].C(N(CC)CC)C.[CH3:13][S:14](Cl)(=[O:16])=[O:15]. Product: [CH2:1]([O:5][S:14]([CH3:13])(=[O:16])=[O:15])[CH2:2][C:3]#[CH:4]. The catalyst class is: 2. (2) Reactant: [CH2:1]([O:8][C:9]1[CH:16]=[C:15]2[C:12]([CH2:13][CH:14]2[C:17]#[N:18])=[CH:11][C:10]=1[O:19][CH3:20])[C:2]1[CH:7]=[CH:6][CH:5]=[CH:4][CH:3]=1.C[Si]([N-][Si](C)(C)C)(C)C.[Na+].[C:31]1([S:37][S:37][C:31]2[CH:36]=[CH:35][CH:34]=[CH:33][CH:32]=2)[CH:36]=[CH:35][CH:34]=[CH:33][CH:32]=1. Product: [CH2:1]([O:8][C:9]1[CH:16]=[C:15]2[C:12]([CH2:13][C:14]2([S:37][C:31]2[CH:36]=[CH:35][CH:34]=[CH:33][CH:32]=2)[C:17]#[N:18])=[CH:11][C:10]=1[O:19][CH3:20])[C:2]1[CH:3]=[CH:4][CH:5]=[CH:6][CH:7]=1. The catalyst class is: 7. (3) Reactant: [CH:1]1(O)[C:11]2=[C:12]3[C:7](=[CH:8][CH:9]=[CH:10]2)[CH:6]=[CH:5][CH:4]=[C:3]3[CH2:2]1.C1(P([N:28]=[N+]=[N-])(C2C=CC=CC=2)=O)C=CC=CC=1.C1(C2CCCCCCCCCC=2)CCCCCCCCNN=1.O. Product: [CH:1]1([NH2:28])[C:11]2=[C:12]3[C:7](=[CH:8][CH:9]=[CH:10]2)[CH:6]=[CH:5][CH:4]=[C:3]3[CH2:2]1. The catalyst class is: 11. (4) Reactant: [N:1]1([C:10]2[C:19]3[C:14](=[CH:15][CH:16]=[CH:17][CH:18]=3)[N:13]=[C:12](I)[C:11]=2[F:21])[C:9]2[CH:8]=[CH:7][N:6]=[CH:5][C:4]=2[CH2:3][CH2:2]1.C(=O)([O-])[O-].[Na+].[Na+].[Cl:28][C:29]1[S:33][C:32](B(O)O)=[CH:31][CH:30]=1. Product: [Cl:28][C:29]1[S:33][C:32]([C:12]2[C:11]([F:21])=[C:10]([N:1]3[C:9]4[CH:8]=[CH:7][N:6]=[CH:5][C:4]=4[CH2:3][CH2:2]3)[C:19]3[C:14](=[CH:15][CH:16]=[CH:17][CH:18]=3)[N:13]=2)=[CH:31][CH:30]=1. The catalyst class is: 7. (5) Reactant: [NH2:1][C:2]1[N:7]([C:8]2[CH:13]=[CH:12][C:11]([I:14])=[CH:10][C:9]=2[F:15])[C:6](=[O:16])[N:5]([CH:17]2[CH2:19][CH2:18]2)[C:4](=[O:20])[CH:3]=1.[CH3:21][N:22]([CH3:25])[CH:23]=O.COC(OC)N(C)C.C(O)(C)C. Product: [CH:17]1([N:5]2[C:4](=[O:20])[CH:3]=[C:2]([N:1]=[CH:21][N:22]([CH3:25])[CH3:23])[N:7]([C:8]3[CH:13]=[CH:12][C:11]([I:14])=[CH:10][C:9]=3[F:15])[C:6]2=[O:16])[CH2:18][CH2:19]1. The catalyst class is: 6. (6) Reactant: [C:1]([CH2:3][C:4]([OH:6])=O)#[N:2].F[P-](F)(F)(F)(F)F.N1(OC(N(C)C)=[N+](C)C)C2N=CC=CC=2N=N1.C(N(CC)C(C)C)(C)C.[CH2:40]([C:42]1[CH:47]=[C:46]([C:48]2[CH2:49][CH2:50][NH:51][CH2:52][CH:53]=2)[CH:45]=[CH:44][C:43]=1[N:54]([CH3:65])[C:55]1[N:60]=[CH:59][C:58]2[N:61]=[CH:62][N:63]([CH3:64])[C:57]=2[CH:56]=1)[CH3:41]. Product: [CH2:40]([C:42]1[CH:47]=[C:46]([C:48]2[CH2:49][CH2:50][N:51]([C:4](=[O:6])[CH2:3][C:1]#[N:2])[CH2:52][CH:53]=2)[CH:45]=[CH:44][C:43]=1[N:54]([CH3:65])[C:55]1[N:60]=[CH:59][C:58]2[N:61]=[CH:62][N:63]([CH3:64])[C:57]=2[CH:56]=1)[CH3:41]. The catalyst class is: 34. (7) Reactant: [Cl:1][C:2]1[CH:3]=[C:4]([C@@:8]([C@@H:20]2[CH2:25][CH2:24][CH2:23][N:22]([C:26]([O:28][C:29]([CH3:32])([CH3:31])[CH3:30])=[O:27])[CH2:21]2)([O:12][CH2:13][CH2:14]OS(C)(=O)=O)[CH2:9][CH2:10][CH3:11])[CH:5]=[CH:6][CH:7]=1.CN(C=O)C.[N-:38]=[N+:39]=[N-:40].[Na+]. Product: [N:38]([CH2:14][CH2:13][O:12][C@:8]([C@@H:20]1[CH2:25][CH2:24][CH2:23][N:22]([C:26]([O:28][C:29]([CH3:32])([CH3:31])[CH3:30])=[O:27])[CH2:21]1)([C:4]1[CH:5]=[CH:6][CH:7]=[C:2]([Cl:1])[CH:3]=1)[CH2:9][CH2:10][CH3:11])=[N+:39]=[N-:40]. The catalyst class is: 84.